From a dataset of Catalyst prediction with 721,799 reactions and 888 catalyst types from USPTO. Predict which catalyst facilitates the given reaction. (1) Reactant: Br[CH2:2][CH2:3][CH2:4][NH:5][C:6](=[O:12])[O:7][C:8]([CH3:11])([CH3:10])[CH3:9].[NH2:13][C:14]1[C:15]([C:32]#[C:33][C:34]2[CH:35]=[C:36]([OH:40])[CH:37]=[CH:38][CH:39]=2)=[N:16][C:17]([C:20]2[CH:25]=[CH:24][C:23]([S:26]([CH:29]([CH3:31])[CH3:30])(=[O:28])=[O:27])=[CH:22][CH:21]=2)=[CH:18][N:19]=1.C([O-])([O-])=O.[K+].[K+]. Product: [NH2:13][C:14]1[C:15]([C:32]#[C:33][C:34]2[CH:35]=[C:36]([CH:37]=[CH:38][CH:39]=2)[O:40][CH2:2][CH2:3][CH2:4][NH:5][C:6](=[O:12])[O:7][C:8]([CH3:11])([CH3:10])[CH3:9])=[N:16][C:17]([C:20]2[CH:21]=[CH:22][C:23]([S:26]([CH:29]([CH3:31])[CH3:30])(=[O:28])=[O:27])=[CH:24][CH:25]=2)=[CH:18][N:19]=1. The catalyst class is: 3. (2) Reactant: C[O:2][C:3](=O)[C:4]1[CH:9]=[CH:8][C:7]([N:10]2[CH:14]=[N:13][CH:12]=[N:11]2)=[C:6]([C:15]2[N:19]([C:20]([CH3:23])([CH3:22])[CH3:21])[C:18]3[CH:24]=[CH:25][C:26]([Br:28])=[CH:27][C:17]=3[N:16]=2)[CH:5]=1.[H-].[Al+3].[Li+].[H-].[H-].[H-]. Product: [Br:28][C:26]1[CH:25]=[CH:24][C:18]2[N:19]([C:20]([CH3:21])([CH3:23])[CH3:22])[C:15]([C:6]3[CH:5]=[C:4]([CH2:3][OH:2])[CH:9]=[CH:8][C:7]=3[N:10]3[CH:14]=[N:13][CH:12]=[N:11]3)=[N:16][C:17]=2[CH:27]=1. The catalyst class is: 1. (3) Product: [CH3:12][C:4]1[NH:3][C:2]([C:14]2[CH:19]=[CH:18][C:17]([CH3:20])=[CH:16][CH:15]=2)=[C:10]2[C:5]=1[C:6](=[O:11])[CH2:7][CH2:8][CH2:9]2. The catalyst class is: 29. Reactant: Br[C:2]1[NH:3][C:4]([CH3:12])=[C:5]2[C:10]=1[CH2:9][CH2:8][CH2:7][C:6]2=[O:11].B(O)(O)[C:14]1[CH:15]=[CH:16][C:17]([CH3:20])=[CH:18][CH:19]=1.C([O-])([O-])=O.[Cs+].[Cs+].[O-]P([O-])([O-])=O.[O-]P([O-])([O-])=O.[Ca+2].[Ca+2].[Ca+2]. (4) Reactant: [C:1]1([CH:7]([C:18]2[CH:23]=[CH:22][CH:21]=[CH:20][CH:19]=2)[N:8]2[CH2:11][CH:10]([S:12][CH2:13][CH2:14][CH2:15][CH2:16][CH3:17])[CH2:9]2)[CH:6]=[CH:5][CH:4]=[CH:3][CH:2]=1.[OH:24]S(O)(=O)=O.OOS([O-])=O.[K+].C([O-])(O)=O.[Na+].[OH2:40]. Product: [C:18]1([CH:7]([C:1]2[CH:2]=[CH:3][CH:4]=[CH:5][CH:6]=2)[N:8]2[CH2:11][CH:10]([S:12]([CH2:13][CH2:14][CH2:15][CH2:16][CH3:17])(=[O:24])=[O:40])[CH2:9]2)[CH:19]=[CH:20][CH:21]=[CH:22][CH:23]=1. The catalyst class is: 5. (5) Reactant: [NH2:1][C:2]1[CH:7]=[CH:6][C:5]([Br:8])=[CH:4][N:3]=1.C[N:10]([CH:12](OC)OC)C.Cl.N[OH:19]. Product: [Br:8][C:5]1[CH:6]=[CH:7][C:2]([NH:1][CH:12]=[N:10][OH:19])=[N:3][CH:4]=1. The catalyst class is: 41. (6) Reactant: F[C:2]1[CH:11]=[C:10]([F:12])[C:9]2[C:4](=[CH:5][C:6]([O:14][CH3:15])=[C:7]([F:13])[CH:8]=2)[N:3]=1.C1C[O:19][CH2:18]C1.C[O-].[Na+]. Product: [F:12][C:10]1[C:9]2[C:4](=[CH:5][C:6]([O:14][CH3:15])=[C:7]([F:13])[CH:8]=2)[N:3]=[C:2]([O:19][CH3:18])[CH:11]=1. The catalyst class is: 25. (7) Reactant: [N:1]([CH2:4][CH:5]([OH:34])[CH2:6][N:7]1[C:12]2[N:13]=[C:14](SC)[N:15]=[CH:16][C:11]=2[CH:10]=[C:9]([C:19]2[CH:24]=[CH:23][C:22]([C:25]3[CH:30]=[N:29][CH:28]=[C:27]([CH3:31])[N:26]=3)=[CH:21][C:20]=2[Cl:32])[C:8]1=[O:33])=[N+:2]=[N-:3].[N:35]([CH2:38][CH:39](O)CN1C2N=C(S(C)(=O)=O)N=CC=2C=C(C2C=CC(C3C=NC=C(C)N=3)=CC=2Cl)C1=O)=[N+]=[N-].C(N)C.C1COCC1. Product: [N:1]([CH2:4][CH:5]([OH:34])[CH2:6][N:7]1[C:12]2[N:13]=[C:14]([NH:35][CH2:38][CH3:39])[N:15]=[CH:16][C:11]=2[CH:10]=[C:9]([C:19]2[CH:24]=[CH:23][C:22]([C:25]3[CH:30]=[N:29][CH:28]=[C:27]([CH3:31])[N:26]=3)=[CH:21][C:20]=2[Cl:32])[C:8]1=[O:33])=[N+:2]=[N-:3]. The catalyst class is: 504.